Task: Predict the reaction yield, written as a fraction of the theoretical maximum amount of product (1.0 means a 100% yield; for example, 0.34 means a 34% yield).. Dataset: Reaction yield outcomes from USPTO patents with 853,638 reactions (1) The reactants are [Br:1][C:2]1[CH:7]=[CH:6][C:5]([OH:8])=[C:4]([Cl:9])[CH:3]=1.[CH3:10]N(C)C=O.C(=O)([O-])[O-].[Cs+].[Cs+].IC. The catalyst is O. The product is [Br:1][C:2]1[CH:7]=[CH:6][C:5]([O:8][CH3:10])=[C:4]([Cl:9])[CH:3]=1. The yield is 1.00. (2) The catalyst is CCOCC. The reactants are [O:1]=[C:2]1[CH2:7][CH2:6][N:5]([C:8]([O:10][C:11]([CH3:14])([CH3:13])[CH3:12])=[O:9])[CH2:4][CH2:3]1.B(F)(F)F.CCOCC.[N+](=[CH:26][C:27]([O:29][CH2:30][CH3:31])=[O:28])=[N-]. The product is [O:1]=[C:2]1[CH2:7][CH2:6][N:5]([C:8]([O:10][C:11]([CH3:12])([CH3:13])[CH3:14])=[O:9])[CH2:4][CH2:3][CH:26]1[C:27]([O:29][CH2:30][CH3:31])=[O:28]. The yield is 0.660. (3) The reactants are [F:1][C:2]1[CH:9]=[C:8]([N+:10]([O-])=O)[CH:7]=[CH:6][C:3]=1[C:4]#[N:5]. The catalyst is CO.[C].[Pd]. The product is [NH2:10][C:8]1[CH:7]=[CH:6][C:3]([C:4]#[N:5])=[C:2]([F:1])[CH:9]=1. The yield is 0.700. (4) The reactants are [C:1]1([CH:7](O)[CH2:8][C:9]2[CH:14]=[CH:13][CH:12]=[CH:11][CH:10]=2)[CH:6]=[CH:5][CH:4]=[CH:3][CH:2]=1.P(Br)(Br)[Br:17].O. The catalyst is C(OCC)C. The product is [Br:17][CH:7]([C:1]1[CH:6]=[CH:5][CH:4]=[CH:3][CH:2]=1)[CH2:8][C:9]1[CH:14]=[CH:13][CH:12]=[CH:11][CH:10]=1. The yield is 0.840. (5) The yield is 0.910. The product is [Br:16][CH2:12][C:11]([CH3:14])=[CH:10][C:7]1[CH:8]=[CH:9][C:4]([CH:1]([CH3:3])[CH3:2])=[CH:5][CH:6]=1. The reactants are [CH:1]([C:4]1[CH:9]=[CH:8][C:7]([CH:10]=[C:11]([CH3:14])[CH2:12]O)=[CH:6][CH:5]=1)([CH3:3])[CH3:2].P(Br)(Br)[Br:16].O. The catalyst is C(OC(C)C)(C)C. (6) The reactants are [OH:1][CH2:2][C:3]1[S:11][C:10]2[C:5](=[N:6][CH:7]=[CH:8][C:9]=2[Cl:12])[CH:4]=1.Cl.Cl[CH2:15][CH2:16][N:17]1[CH2:21][CH2:20][CH2:19][CH2:18]1.[OH-].[Na+].C(=O)(O)[O-].[Na+].S([O-])([O-])(=O)=O.[Mg+2]. The catalyst is [Br-].C([N+](CC)(CC)CC)C1C=CC=CC=1.C1(C)C=CC=CC=1.[Cl-].[Na+].O.C(OCC)(=O)C. The product is [Cl:12][C:9]1[CH:8]=[CH:7][N:6]=[C:5]2[CH:4]=[C:3]([CH2:2][O:1][CH2:15][CH2:16][N:17]3[CH2:21][CH2:20][CH2:19][CH2:18]3)[S:11][C:10]=12. The yield is 0.620. (7) The reactants are [H-].[Na+].[N:3]1[CH:8]=[CH:7][C:6]([C:9]2[N:13]3[CH2:14][CH2:15][CH2:16][NH:17][C:12]3=[N:11][N:10]=2)=[CH:5][CH:4]=1.[Cl:18][C:19]1[CH:20]=[C:21]([C:25]2[O:29][N:28]=[C:27]([CH2:30]Cl)[N:26]=2)[CH:22]=[CH:23][CH:24]=1. The catalyst is CN(C=O)C. The product is [Cl:18][C:19]1[CH:20]=[C:21]([C:25]2[O:29][N:28]=[C:27]([CH2:30][N:17]3[CH2:16][CH2:15][CH2:14][N:13]4[C:9]([C:6]5[CH:7]=[CH:8][N:3]=[CH:4][CH:5]=5)=[N:10][N:11]=[C:12]34)[N:26]=2)[CH:22]=[CH:23][CH:24]=1. The yield is 0.320. (8) The reactants are [NH:1]1[C:11]2[C:6](=[CH:7][CH:8]=[CH:9][CH:10]=2)[C:4](=O)[C:2]1=[O:3].NC1C2C(=CC=CC=2)C=CC=1.ClC(Cl)(Cl)C(O)O.Cl.[NH2:31][OH:32].S([O-])([O-])(=O)=O.[Na+].[Na+]. No catalyst specified. The product is [CH:8]1[CH:7]=[CH:6][C:11]([NH:1][C:2](/[CH:4]=[N:31]/[OH:32])=[O:3])=[CH:10][CH:9]=1. The yield is 0.340. (9) The reactants are FC(F)(F)S([O:6][Si:7]([CH:14]([CH3:16])[CH3:15])([CH:11]([CH3:13])[CH3:12])[CH:8]([CH3:10])[CH3:9])(=O)=O.[F:19][C:20]1[CH:21]=[CH:22][C:23]2[N:24]([C:26]([N:29]3[CH2:33][CH2:32][C@H:31](O)[CH2:30]3)=[N:27][N:28]=2)[CH:25]=1.CCN(CC)CC. The catalyst is CN(C=O)C. The product is [F:19][C:20]1[CH:21]=[CH:22][C:23]2[N:24]([C:26]([N:29]3[CH2:33][CH2:32][C@H:31]([O:6][Si:7]([CH:8]([CH3:9])[CH3:10])([CH:11]([CH3:12])[CH3:13])[CH:14]([CH3:15])[CH3:16])[CH2:30]3)=[N:27][N:28]=2)[CH:25]=1. The yield is 0.860.